This data is from Full USPTO retrosynthesis dataset with 1.9M reactions from patents (1976-2016). The task is: Predict the reactants needed to synthesize the given product. (1) Given the product [Br:1][C:2]1[CH:7]=[CH:6][C:5]([C:8]2[C:12]3[CH:13]=[CH:14][C:15]([O:17][CH2:18][CH2:19][CH2:20][NH:25][CH2:22][C:23]#[CH:24])=[CH:16][C:11]=3[S:10][N:9]=2)=[CH:4][CH:3]=1, predict the reactants needed to synthesize it. The reactants are: [Br:1][C:2]1[CH:7]=[CH:6][C:5]([C:8]2[C:12]3[CH:13]=[CH:14][C:15]([O:17][CH2:18][CH2:19][CH2:20]Br)=[CH:16][C:11]=3[S:10][N:9]=2)=[CH:4][CH:3]=1.[CH2:22]([NH2:25])[C:23]#[CH:24]. (2) The reactants are: [Br:1][C:2]1[C:3]2[CH:4]=[CH:5][C:6]3[N:7]([CH:15]=[C:16]([C:18]([O:20]CC)=[O:19])[N:17]=3)[C:8]=2[N:9]=[C:10]([CH:12]([CH3:14])[CH3:13])[CH:11]=1.CO.O.[OH-].[Li+:27]. Given the product [Br:1][C:2]1[C:3]2[CH:4]=[CH:5][C:6]3[N:7]([CH:15]=[C:16]([C:18]([O-:20])=[O:19])[N:17]=3)[C:8]=2[N:9]=[C:10]([CH:12]([CH3:14])[CH3:13])[CH:11]=1.[Li+:27], predict the reactants needed to synthesize it. (3) The reactants are: F[C:2]1[CH:7]=[CH:6][CH:5]=[CH:4][C:3]=1[N+:8]([O-:10])=[O:9].[F:11][C:12]([F:16])([F:15])[CH2:13][NH2:14]. Given the product [N+:8]([C:3]1[CH:4]=[CH:5][CH:6]=[CH:7][C:2]=1[NH:14][CH2:13][C:12]([F:16])([F:15])[F:11])([O-:10])=[O:9], predict the reactants needed to synthesize it. (4) Given the product [CH2:21]([O:20][C:7]1[CH:8]=[CH:9][C:10]([NH:12][C:13]([O:15][C:16]([CH3:19])([CH3:18])[CH3:17])=[O:14])=[CH:11][C:6]=1[C:5]([OH:24])=[O:4])[CH:22]=[CH2:23], predict the reactants needed to synthesize it. The reactants are: C([O:4][C:5](=[O:24])[C:6]1[CH:11]=[C:10]([NH:12][C:13]([O:15][C:16]([CH3:19])([CH3:18])[CH3:17])=[O:14])[CH:9]=[CH:8][C:7]=1[O:20][CH2:21][CH:22]=[CH2:23])C=C.[OH-].[Na+]. (5) Given the product [Cl:25][C:5]1[C:6]([N:8]([CH:9]2[CH2:14][CH2:13][NH:12][CH2:11][CH:10]2[CH2:22][CH3:23])[CH3:24])=[N:7][C:2]([NH:38][C:32]2[CH:33]=[CH:34][C:35]3[C:30]([CH:31]=2)=[N:29][N:28]([CH3:27])[C:36]=3[CH3:37])=[N:3][CH:4]=1, predict the reactants needed to synthesize it. The reactants are: Cl[C:2]1[N:7]=[C:6]([N:8]([CH3:24])[CH:9]2[CH2:14][CH2:13][N:12](C(OC(C)(C)C)=O)[CH2:11][CH:10]2[CH2:22][CH3:23])[C:5]([Cl:25])=[CH:4][N:3]=1.Cl.[CH3:27][N:28]1[C:36]([CH3:37])=[C:35]2[C:30]([CH:31]=[C:32]([NH2:38])[CH:33]=[CH:34]2)=[N:29]1.C1C=CC(P(C2C(C3C(P(C4C=CC=CC=4)C4C=CC=CC=4)=CC=C4C=3C=CC=C4)=C3C(C=CC=C3)=CC=2)C2C=CC=CC=2)=CC=1.C(=O)([O-])[O-].[Na+].[Na+]. (6) Given the product [F:46][C:2]([F:1])([F:45])[C:3]1[CH:4]=[C:5]([CH:38]=[C:39]([C:41]([F:43])([F:44])[F:42])[CH:40]=1)[CH2:6][N:7]([CH2:15][C:16]1[C:17]([C:27]2[CH:32]=[C:31]([CH:33]([CH3:34])[CH3:35])[CH:30]=[CH:29][C:28]=2[O:36][CH3:37])=[N:18][C:19]2[C:24]([CH:25]=1)=[CH:23][CH:22]=[CH:21][C:20]=2[CH3:26])[C:8]1[N:9]=[CH:10][C:11]([O:14][CH2:50][CH2:49][S:48][CH3:47])=[CH:12][N:13]=1, predict the reactants needed to synthesize it. The reactants are: [F:1][C:2]([F:46])([F:45])[C:3]1[CH:4]=[C:5]([CH:38]=[C:39]([C:41]([F:44])([F:43])[F:42])[CH:40]=1)[CH2:6][N:7]([CH2:15][C:16]1[C:17]([C:27]2[CH:32]=[C:31]([CH:33]([CH3:35])[CH3:34])[CH:30]=[CH:29][C:28]=2[O:36][CH3:37])=[N:18][C:19]2[C:24]([CH:25]=1)=[CH:23][CH:22]=[CH:21][C:20]=2[CH3:26])[C:8]1[N:13]=[CH:12][C:11]([OH:14])=[CH:10][N:9]=1.[CH3:47][S:48][CH2:49][CH2:50]O.C1(P(C2C=CC=CC=2)C2C=CC=CC=2)C=CC=CC=1.N(C(OCC)=O)=NC(OCC)=O.C1(C)C=CC=CC=1.